From a dataset of CYP2C19 inhibition data for predicting drug metabolism from PubChem BioAssay. Regression/Classification. Given a drug SMILES string, predict its absorption, distribution, metabolism, or excretion properties. Task type varies by dataset: regression for continuous measurements (e.g., permeability, clearance, half-life) or binary classification for categorical outcomes (e.g., BBB penetration, CYP inhibition). Dataset: cyp2c19_veith. (1) The molecule is O=S(=O)(O)c1cc(O)c2c(O)c(N=Nc3cccc4ccccc34)c(S(=O)(=O)O)cc2c1. The result is 0 (non-inhibitor). (2) The molecule is CN(C)c1nccc(N(Cc2ccccc2)Cc2ccccc2)c1C#N. The result is 1 (inhibitor).